This data is from Catalyst prediction with 721,799 reactions and 888 catalyst types from USPTO. The task is: Predict which catalyst facilitates the given reaction. (1) Reactant: C(N(CC)CC)C.[NH2:8][C:9]1[CH:16]=[CH:15][C:12]([C:13]#[N:14])=[C:11]([C:17]([F:20])([F:19])[F:18])[CH:10]=1.[Cl:21][C:22](Cl)([O:24]C(=O)OC(Cl)(Cl)Cl)Cl.[CH3:33][O:34][C:35]1[CH:36]=[C:37]([C@@:43]23[CH2:51][CH2:50][C@@H:49]([NH2:52])[CH2:48][C@@H:47]2[N:46]([CH3:53])[CH2:45][CH2:44]3)[CH:38]=[CH:39][C:40]=1[O:41][CH3:42].Cl. Product: [ClH:21].[C:13]([C:12]1[CH:15]=[CH:16][C:9]([NH:8][C:22]([NH:52][C@H:49]2[CH2:48][C@H:47]3[C@:43]([C:37]4[CH:38]=[CH:39][C:40]([O:41][CH3:42])=[C:35]([O:34][CH3:33])[CH:36]=4)([CH2:44][CH2:45][N:46]3[CH3:53])[CH2:51][CH2:50]2)=[O:24])=[CH:10][C:11]=1[C:17]([F:18])([F:19])[F:20])#[N:14]. The catalyst class is: 158. (2) Reactant: [S:1]1[C:5]([NH:6][S:7](=[O:10])(=[O:9])[O-])=[N:4][CH:3]=[N:2]1.[Na+].P(Cl)(Cl)(Cl)(Cl)Cl.S(=O)(=O)(OC)N.Cl.[Br:25][C:26]1[CH:35]=[CH:34][CH:33]=[C:32]2[C:27]=1[CH2:28][CH2:29][NH:30][CH2:31]2. Product: [Br:25][C:26]1[CH:35]=[CH:34][CH:33]=[C:32]2[C:27]=1[CH2:28][CH2:29][N:30]([S:7]([NH:6][C:5]1[S:1][N:2]=[CH:3][N:4]=1)(=[O:9])=[O:10])[CH2:31]2. The catalyst class is: 754. (3) Reactant: [F:1][C:2]1[CH:10]=[CH:9][C:5]([C:6](Cl)=[O:7])=[CH:4][CH:3]=1.[NH2:11][C:12]([CH3:28])([CH3:27])[CH2:13][NH:14][C:15]1[C:25]([Cl:26])=[CH:24][C:18]([C:19]([O:21][CH2:22][CH3:23])=[O:20])=[CH:17][N:16]=1.CCN(CC)CC.C(=O)([O-])O.[Na+]. Product: [Cl:26][C:25]1[C:15]([NH:14][CH2:13][C:12]([NH:11][C:6](=[O:7])[C:5]2[CH:9]=[CH:10][C:2]([F:1])=[CH:3][CH:4]=2)([CH3:28])[CH3:27])=[N:16][CH:17]=[C:18]([CH:24]=1)[C:19]([O:21][CH2:22][CH3:23])=[O:20]. The catalyst class is: 526. (4) Reactant: [F:1][C:2]1[C:23]([O:24][CH3:25])=[C:22]([F:26])[C:5]2[N:6]=[C:7]([NH:9][C:10]([C:12]3[N:13]=[CH:14][C:15]4[C:20]([CH:21]=3)=[CH:19][CH:18]=[CH:17][CH:16]=4)=[O:11])[NH:8][C:4]=2[C:3]=1[C:27](O)=[O:28].CN(C(ON1N=NC2C=CC=CC1=2)=[N+](C)C)C.F[P-](F)(F)(F)(F)F.CCN(C(C)C)C(C)C.S(O)(O)(=O)=O.[NH2:68][C:69]1[NH:70][CH:71]=[CH:72][N:73]=1. Product: [F:26][C:22]1[C:5]2[N:6]=[C:7]([NH:9][C:10]([C:12]3[N:13]=[CH:14][C:15]4[C:20]([CH:21]=3)=[CH:19][CH:18]=[CH:17][CH:16]=4)=[O:11])[NH:8][C:4]=2[C:3]([C:27](=[O:28])[NH:68][C:69]2[NH:70][CH:71]=[CH:72][N:73]=2)=[C:2]([F:1])[C:23]=1[O:24][CH3:25]. The catalyst class is: 163. (5) Reactant: CCN(C(C)C)C(C)C.Cl[C:11]1[C:12]2[C:19]([C:20]3[CH:25]=[CH:24][C:23]([O:26][CH3:27])=[CH:22][CH:21]=3)=[C:18]([C:28]3[CH:33]=[CH:32][CH:31]=[CH:30][CH:29]=3)[O:17][C:13]=2[N:14]=[CH:15][N:16]=1.[NH2:34][CH2:35][CH2:36][CH2:37][CH2:38][CH2:39][CH2:40][OH:41]. Product: [CH3:27][O:26][C:23]1[CH:24]=[CH:25][C:20]([C:19]2[C:12]3[C:11]([NH:34][CH2:35][CH2:36][CH2:37][CH2:38][CH2:39][CH2:40][OH:41])=[N:16][CH:15]=[N:14][C:13]=3[O:17][C:18]=2[C:28]2[CH:33]=[CH:32][CH:31]=[CH:30][CH:29]=2)=[CH:21][CH:22]=1. The catalyst class is: 39.